The task is: Predict the product of the given reaction.. This data is from Forward reaction prediction with 1.9M reactions from USPTO patents (1976-2016). (1) Given the reactants C(OC([NH:8][C@H:9]([C:15]([OH:17])=[O:16])[CH2:10][CH2:11][CH2:12][CH2:13][NH2:14])=O)(C)(C)C.[CH:18](C1C=CC=CC=1B(O)O)=O.[BH4-].[Na+].C[Si]([Cl:35])(C)C, predict the reaction product. The product is: [ClH:35].[ClH:35].[NH2:8][C@H:9]([C:15]([O:17][CH3:18])=[O:16])[CH2:10][CH2:11][CH2:12][CH2:13][NH2:14]. (2) Given the reactants [C:1]([C:5]1[CH:10]=[CH:9][C:8]([S:11]([NH:14][C:15]2[CH:20]=[CH:19][C:18]([Cl:21])=[CH:17][C:16]=2[C:22](=[O:29])[C:23]2[CH:28]=[CH:27][N:26]=[CH:25][CH:24]=2)(=[O:13])=[O:12])=[CH:7][CH:6]=1)([CH3:4])([CH3:3])[CH3:2].ClC1C=CC=C(C(OO)=[O:38])C=1.S(S([O-])=O)([O-])=O.[Na+].[Na+], predict the reaction product. The product is: [C:1]([C:5]1[CH:10]=[CH:9][C:8]([S:11]([NH:14][C:15]2[CH:20]=[CH:19][C:18]([Cl:21])=[CH:17][C:16]=2[C:22](=[O:29])[C:23]2[CH:24]=[CH:25][N+:26]([O-:38])=[CH:27][CH:28]=2)(=[O:13])=[O:12])=[CH:7][CH:6]=1)([CH3:4])([CH3:2])[CH3:3]. (3) Given the reactants C(O[CH2:5][C:6]1[NH:11][C:10]2[N:12]([CH3:16])[NH:13][C:14](=[O:15])[C:9]=2[CH:8]([C:17]2[CH:22]=[CH:21][C:20]([F:23])=[C:19]([Br:24])[CH:18]=2)[C:7]=1[C:25]([O:27]CC)=[O:26])(=O)C.C(=O)([O-])[O-].[K+].[K+], predict the reaction product. The product is: [Br:24][C:19]1[CH:18]=[C:17]([CH:8]2[C:9]3[C:14](=[O:15])[NH:13][N:12]([CH3:16])[C:10]=3[NH:11][C:6]3[CH2:5][O:26][C:25](=[O:27])[C:7]2=3)[CH:22]=[CH:21][C:20]=1[F:23]. (4) The product is: [N:1]1[C:10]2[C:5](=[CH:6][CH:7]=[CH:8][CH:9]=2)[C:4](/[CH:11]=[CH:21]/[CH:22]=[O:23])=[CH:3][CH:2]=1. Given the reactants [N:1]1[C:10]2[C:5](=[CH:6][CH:7]=[CH:8][CH:9]=2)[C:4]([CH:11]=O)=[CH:3][CH:2]=1.N1(C2C=C[C:21]([CH:22]=[O:23])=CC=2)C=CC=N1, predict the reaction product.